The task is: Predict the product of the given reaction.. This data is from Forward reaction prediction with 1.9M reactions from USPTO patents (1976-2016). (1) The product is: [Cl:1][C:2]1[CH:3]=[C:4]([NH:17][C:18]2[N:19]=[C:20]([NH2:21])[NH:25][N:24]=2)[CH:5]=[C:6]([Cl:16])[C:7]=1[C:8]1[CH:9]=[N:10][C:11]([O:14][CH3:15])=[CH:12][CH:13]=1. Given the reactants [Cl:1][C:2]1[CH:3]=[C:4]([NH:17][CH:18](SC)[NH:19][C:20]#[N:21])[CH:5]=[C:6]([Cl:16])[C:7]=1[C:8]1[CH:9]=[N:10][C:11]([O:14][CH3:15])=[CH:12][CH:13]=1.[NH2:24][NH2:25], predict the reaction product. (2) Given the reactants [NH:1]1[C:9]2[C:4](=[N:5][CH:6]=[C:7]([C:10]([O:12][CH2:13][C:14]3[CH:19]=[CH:18][CH:17]=[CH:16][CH:15]=3)=[O:11])[CH:8]=2)[CH:3]=[CH:2]1.[Br:20]N1C(=O)CCC1=O, predict the reaction product. The product is: [Br:20][C:3]1[C:4]2=[N:5][CH:6]=[C:7]([C:10]([O:12][CH2:13][C:14]3[CH:19]=[CH:18][CH:17]=[CH:16][CH:15]=3)=[O:11])[CH:8]=[C:9]2[NH:1][CH:2]=1. (3) Given the reactants [CH:1]([C:3]1[C:4]([N+:13]([O-:15])=[O:14])=[C:5]([CH:10]=[CH:11][CH:12]=1)[C:6]([O:8][CH3:9])=[O:7])=O.[NH2:16][C:17]1[CH:18]=[C:19]([CH:27]=[CH:28][CH:29]=1)[C:20]([O:22][C:23]([CH3:26])([CH3:25])[CH3:24])=[O:21], predict the reaction product. The product is: [C:23]([O:22][C:20]([C:19]1[CH:18]=[C:17](/[N:16]=[CH:1]/[C:3]2[C:4]([N+:13]([O-:15])=[O:14])=[C:5]([CH:10]=[CH:11][CH:12]=2)[C:6]([O:8][CH3:9])=[O:7])[CH:29]=[CH:28][CH:27]=1)=[O:21])([CH3:26])([CH3:24])[CH3:25].